This data is from Catalyst prediction with 721,799 reactions and 888 catalyst types from USPTO. The task is: Predict which catalyst facilitates the given reaction. (1) Reactant: C(OP([CH2:9][C:10]([O:12][CH2:13][CH3:14])=[O:11])(OCC)=O)C.[H-].[Na+].[Cl:17][C:18]1[C:19]([CH2:28][N:29]2[C:33]([CH:34]=O)=[CH:32][C:31]([O:36][CH:37]([CH3:39])[CH3:38])=[N:30]2)=[N:20][CH:21]=[C:22]([C:24]([F:27])([F:26])[F:25])[CH:23]=1.[Cl-].[NH4+]. Product: [Cl:17][C:18]1[C:19]([CH2:28][N:29]2[C:33](/[CH:34]=[CH:9]/[C:10]([O:12][CH2:13][CH3:14])=[O:11])=[CH:32][C:31]([O:36][CH:37]([CH3:39])[CH3:38])=[N:30]2)=[N:20][CH:21]=[C:22]([C:24]([F:27])([F:25])[F:26])[CH:23]=1. The catalyst class is: 348. (2) Reactant: C([O:8][C:9]1[CH:10]=[C:11]2[C:15](=[CH:16][C:17]=1[C:18]1[CH:19]=[CH:20][C:21]([NH:24][C:25](=[O:31])[O:26][C:27]([CH3:30])([CH3:29])[CH3:28])=[N:22][CH:23]=1)[N:14]([CH:32]1[CH2:37][CH2:36][CH2:35][CH2:34][O:33]1)[N:13]=[CH:12]2)C1C=CC=CC=1. Product: [OH:8][C:9]1[CH:10]=[C:11]2[C:15](=[CH:16][C:17]=1[C:18]1[CH:19]=[CH:20][C:21]([NH:24][C:25](=[O:31])[O:26][C:27]([CH3:28])([CH3:29])[CH3:30])=[N:22][CH:23]=1)[N:14]([CH:32]1[CH2:37][CH2:36][CH2:35][CH2:34][O:33]1)[N:13]=[CH:12]2. The catalyst class is: 579. (3) Reactant: CN(OC)[C:3](=[O:20])[CH:4]([NH2:19])[CH:5]([CH:13]1[CH2:18][CH2:17][CH2:16][CH2:15][CH2:14]1)[C:6]([O:8][C:9]([CH3:12])([CH3:11])[CH3:10])=[O:7].[H-].COCCO[Al+]OCCOC.[Na+].[H-].[OH-].[Na+]. Product: [CH:13]1([CH:5]([C:6]([O:8][C:9]([CH3:12])([CH3:11])[CH3:10])=[O:7])[CH:4]([NH2:19])[CH:3]=[O:20])[CH2:14][CH2:15][CH2:16][CH2:17][CH2:18]1. The catalyst class is: 11. (4) The catalyst class is: 3. Product: [NH2:1][C:2]1[N:7]=[C:6]([C:8]2[NH:12][C:11]([C:13]3[CH:18]=[C:17]([Cl:19])[CH:16]=[CH:15][C:14]=3[CH3:20])=[C:10]([C:21]([NH2:23])=[O:22])[C:9]=2[I:24])[CH:5]=[CH:4][N:3]=1. Reactant: [NH2:1][C:2]1[N:7]=[C:6]([C:8]2[NH:12][C:11]([C:13]3[CH:18]=[C:17]([Cl:19])[CH:16]=[CH:15][C:14]=3[CH3:20])=[C:10]([C:21]([NH2:23])=[O:22])[CH:9]=2)[CH:5]=[CH:4][N:3]=1.[I:24]N1C(=O)CCC1=O.O. (5) Reactant: [CH3:1][S:2][C:3]1[C:8]([NH:9][C:10](=[O:21])[CH2:11][N:12]2[CH2:17][CH2:16][N:15]([CH2:18][CH2:19]O)[CH2:14][CH2:13]2)=[C:7]([S:22][CH3:23])[CH:6]=[C:5]([CH3:24])[N:4]=1.[CH2:25]([O:32][C:33]1[CH:42]=[CH:41][C:36]2[N:37]=[C:38]([SH:40])[NH:39][C:35]=2[CH:34]=1)[C:26]1[CH:31]=[CH:30][CH:29]=[CH:28][CH:27]=1.C1(P(C2C=CC=CC=2)C2C=CC=CC=2)C=CC=CC=1.N(C(OCC)=O)=NC(OCC)=O.Cl. Product: [CH2:25]([O:32][C:33]1[CH:42]=[CH:41][C:36]2[N:37]=[C:38]([S:40][CH2:19][CH2:18][N:15]3[CH2:16][CH2:17][N:12]([CH2:11][C:10]([NH:9][C:8]4[C:3]([S:2][CH3:1])=[N:4][C:5]([CH3:24])=[CH:6][C:7]=4[S:22][CH3:23])=[O:21])[CH2:13][CH2:14]3)[NH:39][C:35]=2[CH:34]=1)[C:26]1[CH:27]=[CH:28][CH:29]=[CH:30][CH:31]=1. The catalyst class is: 42. (6) Reactant: [CH3:1][CH:2]1[N:7]([CH3:8])[C:6](=[O:9])[CH2:5][N:4](C(OCC2C=CC=CC=2)=O)[CH2:3]1. Product: [CH3:8][N:7]1[CH:2]([CH3:1])[CH2:3][NH:4][CH2:5][C:6]1=[O:9]. The catalyst class is: 14. (7) Reactant: [F:1][C:2]1[CH:7]=[CH:6][CH:5]=[C:4]([F:8])[C:3]=1[OH:9].[Si:10](Cl)([C:13]([CH3:16])([CH3:15])[CH3:14])([CH3:12])[CH3:11].N1C=CN=C1. Product: [C:13]([Si:10]([CH3:12])([CH3:11])[O:9][C:3]1[C:4]([F:8])=[CH:5][CH:6]=[CH:7][C:2]=1[F:1])([CH3:16])([CH3:15])[CH3:14]. The catalyst class is: 18.